From a dataset of Reaction yield outcomes from USPTO patents with 853,638 reactions. Predict the reaction yield, written as a fraction of the theoretical maximum amount of product (1.0 means a 100% yield; for example, 0.34 means a 34% yield). The reactants are [CH3:1][O:2][C:3]1[C:8]([C:9]2[CH:14]=[CH:13][N:12]=[C:11]([NH2:15])[CH:10]=2)=[CH:7][CH:6]=[CH:5][N:4]=1.[C:16](N1C=CC=CC1=O)(N1C=CC=CC1=O)=[S:17]. The catalyst is ClCCl. The product is [N:15]([C:11]1[CH:10]=[C:9]([C:8]2[C:3]([O:2][CH3:1])=[N:4][CH:5]=[CH:6][CH:7]=2)[CH:14]=[CH:13][N:12]=1)=[C:16]=[S:17]. The yield is 0.718.